From a dataset of hERG potassium channel inhibition data for cardiac toxicity prediction from Karim et al.. Regression/Classification. Given a drug SMILES string, predict its toxicity properties. Task type varies by dataset: regression for continuous values (e.g., LD50, hERG inhibition percentage) or binary classification for toxic/non-toxic outcomes (e.g., AMES mutagenicity, cardiotoxicity, hepatotoxicity). Dataset: herg_karim. (1) The drug is c1ccc([C@@H]([C@H](c2ccccc2)N2CCCCC2)N2CCCCC2)cc1. The result is 0 (non-blocker). (2) The drug is CCC(O)(c1cn(Cc2ccc3c(-c4ccccc4)c(C(C)=O)sc3c2)nn1)C(F)(F)F. The result is 1 (blocker). (3) The drug is CC(=O)N1CCC(C2NC(c3nc(-c4ccccc4)c[nH]3)Cc3c2[nH]c2ccccc32)CC1. The result is 1 (blocker). (4) The molecule is O=C(NCc1cc(C(F)(F)F)cc(C(F)(F)F)c1)C1(c2ccccc2)CCC(N2CCC(c3ccc(F)cc3)CC2)CC1. The result is 1 (blocker). (5) The compound is CN1C(=O)NC(=O)[C@@]12Cc1ccc(NC(=O)CN3C(=O)C(C)(CC(F)(F)F)OC3c3ccccc3)cc1C2. The result is 0 (non-blocker). (6) The drug is CN1[C@H]2CC[C@@H]1Cc1sc(NC(=O)Nc3ccc(Cl)cc3)c(C(N)=O)c12.Cl. The result is 1 (blocker). (7) The molecule is C[C@H]([C@@H](O)c1ccc2c(c1)CNC(=O)N2)N1CCC(O)(c2ccc(F)cc2)CC1. The result is 1 (blocker). (8) The drug is NC(C(=O)N1CCC(F)C1)C1CCCCC1. The result is 0 (non-blocker).